This data is from Reaction yield outcomes from USPTO patents with 853,638 reactions. The task is: Predict the reaction yield, written as a fraction of the theoretical maximum amount of product (1.0 means a 100% yield; for example, 0.34 means a 34% yield). (1) The reactants are Br[C:2]1[N:7]=[C:6]([O:8][CH3:9])[C:5]([NH2:10])=[CH:4][CH:3]=1.[CH3:11][PH:12](=[O:14])[CH3:13].CC1(C)C2C(=C(P(C3C=CC=CC=3)C3C=CC=CC=3)C=CC=2)OC2C(P(C3C=CC=CC=3)C3C=CC=CC=3)=CC=CC1=2.P([O-])([O-])([O-])=O.[K+].[K+].[K+]. The catalyst is CN(C=O)C.C([O-])(=O)C.[Pd+2].C([O-])(=O)C. The product is [CH3:11][P:12]([C:2]1[N:7]=[C:6]([O:8][CH3:9])[C:5]([NH2:10])=[CH:4][CH:3]=1)([CH3:13])=[O:14]. The yield is 0.390. (2) The reactants are [Cl:1][C:2]1[CH:7]=[CH:6][C:5]([CH:8]([CH2:13]O)[C:9]([O:11][CH3:12])=[O:10])=[CH:4][CH:3]=1.CS(Cl)(=O)=O. The catalyst is C(Cl)Cl. The product is [Cl:1][C:2]1[CH:3]=[CH:4][C:5]([C:8](=[CH2:13])[C:9]([O:11][CH3:12])=[O:10])=[CH:6][CH:7]=1. The yield is 0.850. (3) The reactants are Cl[C:2]1[C:11]([C:12]([OH:14])=[O:13])=[C:10]2[N:5]([CH2:6][CH2:7][CH2:8][CH2:9]2)[C:4](=[O:15])[C:3]=1[F:16].[F:17][C:18]1[CH:24]=[C:23]([I:25])[CH:22]=[CH:21][C:19]=1[NH2:20].C[Si](C)(C)[N-][Si](C)(C)C.[Li+]. The catalyst is C1COCC1. The product is [F:16][C:3]1[C:4](=[O:15])[N:5]2[C:10](=[C:11]([C:12]([OH:14])=[O:13])[C:2]=1[NH:20][C:19]1[CH:21]=[CH:22][C:23]([I:25])=[CH:24][C:18]=1[F:17])[CH2:9][CH2:8][CH2:7][CH2:6]2. The yield is 0.280. (4) The reactants are P12(SP3(SP(SP(S3)(S1)=S)(=S)S2)=S)=[S:2].[Cl:15][C:16]1[N:20]([CH3:21])[N:19]=[C:18]([CH:22]([F:24])[F:23])[C:17]=1[C:25]([NH:27][C:28]1[CH:36]=[CH:35][CH:34]=[C:33]2[C:29]=1[CH2:30][CH:31]([CH:39]([CH3:41])[CH3:40])[C:32]2([CH3:38])[CH3:37])=O. The catalyst is O1CCOCC1. The product is [Cl:15][C:16]1[N:20]([CH3:21])[N:19]=[C:18]([CH:22]([F:24])[F:23])[C:17]=1[C:25](=[S:2])[NH:27][C:28]1[CH:36]=[CH:35][CH:34]=[C:33]2[C:29]=1[CH2:30][CH:31]([CH:39]([CH3:41])[CH3:40])[C:32]2([CH3:38])[CH3:37]. The yield is 0.890.